Dataset: Full USPTO retrosynthesis dataset with 1.9M reactions from patents (1976-2016). Task: Predict the reactants needed to synthesize the given product. (1) Given the product [CH3:19][C:18]1[C:9]([C:7]([OH:8])=[O:6])=[N:10][C:11]2[CH2:12][CH2:13][CH2:14][CH2:15][C:16]=2[N:17]=1, predict the reactants needed to synthesize it. The reactants are: O[Li].O.C([O:6][C:7]([C:9]1[C:18]([CH3:19])=[N:17][C:16]2[CH2:15][CH2:14][CH2:13][CH2:12][C:11]=2[N:10]=1)=[O:8])C.Cl. (2) The reactants are: Br[C:2]1[CH:10]=[C:9]2[C:5]([CH:6]=[CH:7][N:8]2[S:11]([C:14]2[CH:19]=[CH:18][C:17]([CH3:20])=[CH:16][CH:15]=2)(=[O:13])=[O:12])=[CH:4][CH:3]=1.C(OP(SC1OCCOC1SP(O[CH2:43][CH3:44])(OCC)=S)(OCC)=S)C.C(=O)(O)[O-].[Na+]. Given the product [CH3:9][N:8]1[CH2:44][CH2:43][CH:5]([C:2]2[CH:10]=[C:9]3[C:5]([CH:6]=[CH:7][N:8]3[S:11]([C:14]3[CH:19]=[CH:18][C:17]([CH3:20])=[CH:16][CH:15]=3)(=[O:13])=[O:12])=[CH:4][CH:3]=2)[CH2:6][CH2:7]1, predict the reactants needed to synthesize it. (3) Given the product [F:46][C:42]1[C:41]([C:2]2[N:3]=[C:4]([N:24]3[CH2:29][CH2:28][O:27][CH2:26][CH2:25]3)[C:5]3[N:11]=[C:10]([CH2:12][N:13]4[CH2:16][CH:15]([N:17]5[CH2:22][CH2:21][NH:20][C:19](=[O:23])[CH2:18]5)[CH2:14]4)[CH:9]=[CH:8][C:6]=3[N:7]=2)=[C:40]2[C:45](=[CH:44][CH:43]=1)[NH:37][CH:38]=[CH:39]2, predict the reactants needed to synthesize it. The reactants are: Cl[C:2]1[N:3]=[C:4]([N:24]2[CH2:29][CH2:28][O:27][CH2:26][CH2:25]2)[C:5]2[N:11]=[C:10]([CH2:12][N:13]3[CH2:16][CH:15]([N:17]4[CH2:22][CH2:21][NH:20][C:19](=[O:23])[CH2:18]4)[CH2:14]3)[CH:9]=[CH:8][C:6]=2[N:7]=1.[Si]([N:37]1[C:45]2[C:40](=[C:41](B3OC(C)(C)C(C)(C)O3)[C:42]([F:46])=[CH:43][CH:44]=2)[CH:39]=[CH:38]1)(C(C)(C)C)(C)C.